Dataset: Full USPTO retrosynthesis dataset with 1.9M reactions from patents (1976-2016). Task: Predict the reactants needed to synthesize the given product. (1) Given the product [Br:20][CH:17]1[CH2:16][CH2:15][C:7]2=[C:8]([C:10]([O:12][CH2:13][CH3:14])=[O:11])[S:9][C:5]([S:4][CH:1]([CH3:2])[CH3:3])=[C:6]2[C:18]1=[O:19], predict the reactants needed to synthesize it. The reactants are: [CH:1]([S:4][C:5]1[S:9][C:8]([C:10]([O:12][CH2:13][CH3:14])=[O:11])=[C:7]2[CH2:15][CH2:16][CH2:17][C:18](=[O:19])[C:6]=12)([CH3:3])[CH3:2].[Br:20]Br.O. (2) Given the product [CH3:22][N:2]([CH3:1])[CH2:3][CH2:4][C@@H:5]([C:6]1[S:10][CH:9]=[CH:8][CH:7]=1)[OH:11], predict the reactants needed to synthesize it. The reactants are: [CH3:1][NH:2][CH2:3][CH2:4][C@H:5]([O:11]C1C=CC=C2C=CC=CC=12)[C:6]1[S:10][CH:9]=[CH:8][CH:7]=1.[C:22]([O-])(=O)/C=C\C([O-])=O.[OH-].[Na+]. (3) Given the product [OH:15][C@@H:14]1[C@H:13]([C@H:18]([OH:17])[CH:19]=[CH2:20])[O:12][C:11](=[O:23])[C@@H:10]1[O:9][CH3:8], predict the reactants needed to synthesize it. The reactants are: C(O)(C(F)(F)F)=O.[CH3:8][O:9][C@@H:10]1[C@@H:14]2[O:15]C(C)(C)[O:17][C@H:18]([CH:19]=[CH2:20])[C@@H:13]2[O:12][C:11]1=[O:23].O.